This data is from Full USPTO retrosynthesis dataset with 1.9M reactions from patents (1976-2016). The task is: Predict the reactants needed to synthesize the given product. (1) Given the product [CH:7]([C:3]1[CH:2]=[C:1]([CH:9]=[C:13]([C:17]([O:19][CH2:28][CH3:29])=[O:18])[C:14]([O:16][CH2:23][CH3:24])=[O:15])[CH:6]=[CH:5][CH:4]=1)=[O:8], predict the reactants needed to synthesize it. The reactants are: [C:1]1([CH:9]=O)[CH:6]=[CH:5][CH:4]=[C:3]([CH:7]=[O:8])[CH:2]=1.C([C:13](CC)([C:17]([O-:19])=[O:18])[C:14]([O-:16])=[O:15])C.N1CCC[CH2:24][CH2:23]1.[CH3:28][C:29](O)=O. (2) Given the product [Cl:13][C:14]1[CH:19]=[CH:18][CH:17]=[CH:16][C:15]=1[CH2:20][O:21][C:22]1[C:27]([O:28][CH2:29][C:30]2[CH:35]=[CH:34][CH:33]=[CH:32][C:31]=2[Cl:36])=[CH:26][CH:25]=[CH:24][C:23]=1[CH2:11][C:10]1[CH:3]=[CH:1][CH:2]=[CH:8][C:9]=1[CH:48]([CH2:41][OH:42])[C:46]([OH:45])=[O:47], predict the reactants needed to synthesize it. The reactants are: [CH:1](NC(C)C)([CH3:3])[CH3:2].[CH2:8]([Li])[CH2:9][CH2:10][CH3:11].[Cl:13][C:14]1[CH:19]=[CH:18][CH:17]=[CH:16][C:15]=1[CH2:20][O:21][C:22]1[C:27]([O:28][CH2:29][C:30]2[CH:35]=[CH:34][CH:33]=[CH:32][C:31]=2[Cl:36])=[CH:26][CH:25]=[CH:24][C:23]=1CC(O)=O.[CH2:41]=[O:42].CC[O:45][C:46]([CH3:48])=[O:47]. (3) Given the product [NH2:6][C:5]1[CH:7]=[CH:8][C:9]([Cl:11])=[CH:10][C:4]=1[SH:3], predict the reactants needed to synthesize it. The reactants are: NC1[S:3][C:4]2[CH:10]=[C:9]([Cl:11])[CH:8]=[CH:7][C:5]=2[N:6]=1.[OH-].[Na+].Cl. (4) The reactants are: [F:1][C:2]1[CH:7]=[CH:6][C:5]([CH2:8][CH:9]([OH:18])[CH2:10][CH2:11][CH:12]2[NH:16][C:15](=[O:17])[CH2:14][CH2:13]2)=[CH:4][CH:3]=1.[Si:19](Cl)([C:22]([CH3:25])([CH3:24])[CH3:23])([CH3:21])[CH3:20]. Given the product [C:22]([Si:19]([CH3:21])([CH3:20])[O:18][CH:9]([CH2:8][C:5]1[CH:4]=[CH:3][C:2]([F:1])=[CH:7][CH:6]=1)[CH2:10][CH2:11][CH:12]1[NH:16][C:15](=[O:17])[CH2:14][CH2:13]1)([CH3:25])([CH3:24])[CH3:23], predict the reactants needed to synthesize it. (5) Given the product [NH2:33][C:29]1[CH:28]=[C:27]([CH:25]([CH3:26])[CH2:24][O:23][C:16]2[C:17]3[C:22](=[CH:21][CH:20]=[CH:19][CH:18]=3)[C:13]([NH:12][C:11]([NH:10][C:8]3[N:7]([C:42]4[CH:43]=[CH:44][C:45]([CH3:48])=[CH:46][CH:47]=4)[N:6]=[C:5]([C:1]([CH3:4])([CH3:3])[CH3:2])[CH:9]=3)=[O:41])=[CH:14][CH:15]=2)[CH:32]=[CH:31][N:30]=1, predict the reactants needed to synthesize it. The reactants are: [C:1]([C:5]1[CH:9]=[C:8]([NH:10][C:11](=[O:41])[NH:12][C:13]2[C:22]3[C:17](=[CH:18][CH:19]=[CH:20][CH:21]=3)[C:16]([O:23][CH2:24][CH:25]([C:27]3[CH:32]=[CH:31][N:30]=[C:29]([NH:33]C(=O)OC(C)(C)C)[CH:28]=3)[CH3:26])=[CH:15][CH:14]=2)[N:7]([C:42]2[CH:47]=[CH:46][C:45]([CH3:48])=[CH:44][CH:43]=2)[N:6]=1)([CH3:4])([CH3:3])[CH3:2].C(O)(C(F)(F)F)=O. (6) Given the product [ClH:22].[CH3:24][O:13][C:11](=[O:12])[CH2:10][C@H:9]([NH2:8])[C:14]1[CH:19]=[CH:18][CH:17]=[CH:16][CH:15]=1, predict the reactants needed to synthesize it. The reactants are: C([NH:8][C@H:9]([C:14]1[CH:19]=[CH:18][CH:17]=[CH:16][CH:15]=1)[CH2:10][C:11]([OH:13])=[O:12])(OC(C)(C)C)=O.S(Cl)([Cl:22])=O.[CH3:24]O. (7) Given the product [F:32][C:31]([F:34])([F:33])[C:27]1[N:26]=[C:25]([NH:1][C@@H:2]2[CH2:17][N:5]3[CH2:6][CH2:7][N:8]([C:10]([O:12][C:13]([CH3:14])([CH3:16])[CH3:15])=[O:11])[CH2:9][C@@H:4]3[CH2:3]2)[CH:30]=[CH:29][CH:28]=1, predict the reactants needed to synthesize it. The reactants are: [NH2:1][C@@H:2]1[CH2:17][N:5]2[CH2:6][CH2:7][N:8]([C:10]([O:12][C:13]([CH3:16])([CH3:15])[CH3:14])=[O:11])[CH2:9][C@@H:4]2[CH2:3]1.C(=O)([O-])[O-].[Na+].[Na+].Cl[C:25]1[CH:30]=[CH:29][CH:28]=[C:27]([C:31]([F:34])([F:33])[F:32])[N:26]=1.